This data is from Full USPTO retrosynthesis dataset with 1.9M reactions from patents (1976-2016). The task is: Predict the reactants needed to synthesize the given product. (1) Given the product [CH3:13][C:14]1([CH3:49])[CH2:18][C:17]2[CH:19]=[C:20]([N:23]3[C:28](=[O:29])[C:27]([CH2:30][C:31]4[CH:36]=[CH:35][C:34]([C:37]5[CH:42]=[CH:41][CH:40]=[CH:39][C:38]=5[C:43]5[NH:3][C:4](=[O:7])[O:5][N:44]=5)=[CH:33][CH:32]=4)=[C:26]([CH2:45][CH2:46][CH3:47])[N:25]=[C:24]3[CH3:48])[CH:21]=[CH:22][C:16]=2[O:15]1, predict the reactants needed to synthesize it. The reactants are: [Cl-].O[NH3+:3].[C:4](=[O:7])([O-])[OH:5].[Na+].CS(C)=O.[CH3:13][C:14]1([CH3:49])[CH2:18][C:17]2[CH:19]=[C:20]([N:23]3[C:28](=[O:29])[C:27]([CH2:30][C:31]4[CH:36]=[CH:35][C:34]([C:37]5[C:38]([C:43]#[N:44])=[CH:39][CH:40]=[CH:41][CH:42]=5)=[CH:33][CH:32]=4)=[C:26]([CH2:45][CH2:46][CH3:47])[N:25]=[C:24]3[CH3:48])[CH:21]=[CH:22][C:16]=2[O:15]1. (2) Given the product [CH:30]1([N:15]([CH2:14][CH2:13][CH2:12][C:5]2[C:4]3[C:8](=[C:9]([F:11])[CH:10]=[C:2]([F:1])[CH:3]=3)[NH:7][CH:6]=2)[CH:16]2[CH2:25][C:24]3[C:23]([C:26]([O:28][CH3:29])=[O:27])=[CH:22][CH:21]=[CH:20][C:19]=3[O:18][CH2:17]2)[CH2:33][CH2:32][CH2:31]1, predict the reactants needed to synthesize it. The reactants are: [F:1][C:2]1[CH:3]=[C:4]2[C:8](=[C:9]([F:11])[CH:10]=1)[NH:7][CH:6]=[C:5]2[CH2:12][CH2:13][CH2:14][NH:15][CH:16]1[CH2:25][C:24]2[C:23]([C:26]([O:28][CH3:29])=[O:27])=[CH:22][CH:21]=[CH:20][C:19]=2[O:18][CH2:17]1.[C:30]1(=O)[CH2:33][CH2:32][CH2:31]1.C(O)(=O)C.C([BH3-])#N.[Na+]. (3) Given the product [CH3:40][O:39][C:33]1[CH:32]=[C:31]([C:28]2[N:24]3[CH:25]=[CH:26][N:27]=[C:22]([NH:21][CH2:20][C:17]4[CH:16]=[CH:15][C:14]([CH2:13][OH:12])=[CH:19][CH:18]=4)[C:23]3=[N:30][CH:29]=2)[CH:36]=[CH:35][C:34]=1[O:37][CH3:38], predict the reactants needed to synthesize it. The reactants are: [H-].C([Al+]CC(C)C)C(C)C.C[O:12][C:13](=O)[C:14]1[CH:19]=[CH:18][C:17]([CH2:20][NH:21][C:22]2[C:23]3[N:24]([C:28]([C:31]4[CH:36]=[CH:35][C:34]([O:37][CH3:38])=[C:33]([O:39][CH3:40])[CH:32]=4)=[CH:29][N:30]=3)[CH:25]=[CH:26][N:27]=2)=[CH:16][CH:15]=1. (4) Given the product [CH2:26]([O:27][C:9]([C:8]1[C:3]([NH2:2])=[CH:4][C:5]2[N:6]([CH:11]=[C:12]([C:14]3[CH:19]=[CH:18][CH:17]=[CH:16][CH:15]=3)[N:13]=2)[CH:7]=1)=[O:20])[CH3:25], predict the reactants needed to synthesize it. The reactants are: Cl.[NH2:2][C:3]1[C:8]([C:9]#N)=[CH:7][N:6]2[CH:11]=[C:12]([C:14]3[CH:19]=[CH:18][CH:17]=[CH:16][CH:15]=3)[N:13]=[C:5]2[CH:4]=1.[OH:20]S(O)(=O)=O.[CH3:25][CH2:26][OH:27]. (5) Given the product [NH2:41][CH2:40][C:17]1[N:16]=[C:15]2[C:20]([N:21]=[CH:22][N:14]2[C@H:8]2[C@H:9]([OH:10])[C@H:5]([OH:4])[C@@H:6]([CH2:42][OH:43])[O:7]2)=[C:19]([NH:23][CH2:24][CH:25]([C:33]2[CH:38]=[CH:37][C:36]([CH3:39])=[CH:35][CH:34]=2)[C:26]2[CH:31]=[CH:30][C:29]([CH3:32])=[CH:28][CH:27]=2)[N:18]=1, predict the reactants needed to synthesize it. The reactants are: C([O:4][C@H:5]1[C@@H:9]([O:10]C(=O)C)[C@H:8]([N:14]2[CH:22]=[N:21][C:20]3[C:15]2=[N:16][C:17]([C:40]#[N:41])=[N:18][C:19]=3[NH:23][CH2:24][CH:25]([C:33]2[CH:38]=[CH:37][C:36]([CH3:39])=[CH:35][CH:34]=2)[C:26]2[CH:31]=[CH:30][C:29]([CH3:32])=[CH:28][CH:27]=2)[O:7][C@@H:6]1[CH2:42][O:43]C(=O)C)(=O)C. (6) Given the product [C:16]1([CH3:21])[CH:17]=[CH:18][CH:19]=[CH:20][C:15]=1[C:7]1[C:8]2[C:9](=[N:10][CH:11]=[N:12][C:13]=2[NH2:14])[NH:5][N:6]=1, predict the reactants needed to synthesize it. The reactants are: C([N:5]1[C:9]2=[N:10][CH:11]=[N:12][C:13]([NH2:14])=[C:8]2[C:7]([C:15]2[CH:20]=[CH:19][CH:18]=[CH:17][C:16]=2[CH3:21])=[N:6]1)(C)(C)C. (7) The reactants are: [CH3:1][O:2][C:3]1[CH:43]=[CH:42][C:6]([CH2:7][N:8]([CH2:33][C:34]2[CH:39]=[CH:38][C:37]([O:40][CH3:41])=[CH:36][CH:35]=2)[C:9]2[N:14]=[C:13]([CH3:15])[N:12]=[C:11]([C:16]3[C:17]([NH:24][C:25]4[CH:26]=[N:27][C:28]([O:31][CH3:32])=[CH:29][CH:30]=4)=[N:18][CH:19]=[C:20]([CH:23]=3)[CH:21]=O)[N:10]=2)=[CH:5][CH:4]=1.[NH:44]1[CH2:48][CH2:47][C@@H:46]([CH2:49][OH:50])[CH2:45]1.CO.C(O[BH-](OC(=O)C)OC(=O)C)(=O)C.[Na+]. Given the product [CH3:1][O:2][C:3]1[CH:43]=[CH:42][C:6]([CH2:7][N:8]([CH2:33][C:34]2[CH:39]=[CH:38][C:37]([O:40][CH3:41])=[CH:36][CH:35]=2)[C:9]2[N:14]=[C:13]([CH3:15])[N:12]=[C:11]([C:16]3[CH:23]=[C:20]([CH2:21][N:44]4[CH2:48][CH2:47][C@@H:46]([CH2:49][OH:50])[CH2:45]4)[CH:19]=[N:18][C:17]=3[NH:24][C:25]3[CH:26]=[N:27][C:28]([O:31][CH3:32])=[CH:29][CH:30]=3)[N:10]=2)=[CH:5][CH:4]=1, predict the reactants needed to synthesize it. (8) Given the product [CH2:1]([O:3][C:4]([C@H:6]1[CH2:10][CH2:9][C@@H:8]([C:11]2[CH:16]=[CH:15][C:14]([F:17])=[C:13]([F:18])[CH:12]=2)[NH:7]1)=[O:5])[CH3:2], predict the reactants needed to synthesize it. The reactants are: [CH2:1]([O:3][C:4]([C@H:6]1[CH2:10][CH2:9][C:8]([C:11]2[CH:16]=[CH:15][C:14]([F:17])=[C:13]([F:18])[CH:12]=2)=[N:7]1)=[O:5])[CH3:2]. (9) Given the product [C:1]([C:5]1[CH:6]=[C:7]([CH:12]=[C:13]([O:15][CH2:16][CH2:17][O:18][CH3:19])[CH:14]=1)[C:8]([OH:10])=[O:9])([CH3:4])([CH3:2])[CH3:3], predict the reactants needed to synthesize it. The reactants are: [C:1]([C:5]1[CH:6]=[C:7]([CH:12]=[C:13]([O:15][CH2:16][CH2:17][O:18][CH3:19])[CH:14]=1)[C:8]([O:10]C)=[O:9])([CH3:4])([CH3:3])[CH3:2].[OH-].[Li+].Cl. (10) Given the product [C:21]([O:25][C:26]([N:2]1[C@H:3]([C:11]([OH:13])=[O:12])[CH2:4][C:5]2[C:10](=[CH:9][CH:8]=[CH:7][CH:6]=2)[CH2:1]1)=[O:27])([CH3:24])([CH3:23])[CH3:22], predict the reactants needed to synthesize it. The reactants are: [CH2:1]1[C:10]2[C:5](=[CH:6][CH:7]=[CH:8][CH:9]=2)[CH2:4][C@@H:3]([C:11]([OH:13])=[O:12])[NH:2]1.C(N(CC)CC)C.[C:21]([O:25][C:26](ON=C(C1C=CC=CC=1)C#N)=[O:27])([CH3:24])([CH3:23])[CH3:22].